From a dataset of Full USPTO retrosynthesis dataset with 1.9M reactions from patents (1976-2016). Predict the reactants needed to synthesize the given product. (1) Given the product [CH3:1][O:2][C:3](=[O:12])[CH2:4][C@H:5]1[CH2:10][CH2:9][C@H:8]([O:11][CH3:16])[CH2:7][CH2:6]1, predict the reactants needed to synthesize it. The reactants are: [CH3:1][O:2][C:3](=[O:12])[CH2:4][C@H:5]1[CH2:10][CH2:9][C@H:8]([OH:11])[CH2:7][CH2:6]1.[H-].[Na+].I[CH3:16]. (2) Given the product [CH:32]1([CH2:31][NH:30][C:19]([C:8]2[C:9]3[C:13]([CH3:14])([CH3:15])[O:12][C:11]([CH3:16])([CH3:17])[C:10]=3[S:18][C:7]=2[NH:6][C:4](=[O:5])[C:3]2[C:22]([C:26]([F:28])([F:29])[F:27])=[CH:23][CH:24]=[CH:25][C:2]=2[F:1])=[O:20])[CH2:34][CH2:33]1, predict the reactants needed to synthesize it. The reactants are: [F:1][C:2]1[CH:25]=[CH:24][CH:23]=[C:22]([C:26]([F:29])([F:28])[F:27])[C:3]=1[C:4]([NH:6][C:7]1[S:18][C:10]2[C:11]([CH3:17])([CH3:16])[O:12][C:13]([CH3:15])([CH3:14])[C:9]=2[C:8]=1[C:19](O)=[O:20])=[O:5].[NH2:30][CH2:31][CH:32]1[CH2:34][CH2:33]1. (3) Given the product [NH2:9][C@H:8]1[CH2:7][CH2:6][N:5]([C:18]([O:20][C:21]([CH3:22])([CH3:23])[CH3:24])=[O:19])[CH2:4][C@H:3]1[CH2:2][OH:1], predict the reactants needed to synthesize it. The reactants are: [OH:1][CH2:2][C@H:3]1[C@@H:8]([NH:9][C@H](C2C=CC=CC=2)C)[CH2:7][CH2:6][N:5]([C:18]([O:20][C:21]([CH3:24])([CH3:23])[CH3:22])=[O:19])[CH2:4]1.[H][H]. (4) Given the product [Cl:42][C:36]1[CH:37]=[N:38][C:39]2[C:34]([CH:35]=1)=[CH:33][C:32]([CH2:31][N:1]1[CH:5]=[C:4]([C:6]([NH:8][CH2:9][C:10]3[C:11]([CH3:25])=[CH:12][C:13]([NH:17][C:18](=[O:24])[O:19][C:20]([CH3:21])([CH3:22])[CH3:23])=[N:14][C:15]=3[CH3:16])=[O:7])[CH:3]=[N:2]1)=[CH:41][CH:40]=2, predict the reactants needed to synthesize it. The reactants are: [NH:1]1[CH:5]=[C:4]([C:6]([NH:8][CH2:9][C:10]2[C:11]([CH3:25])=[CH:12][C:13]([NH:17][C:18](=[O:24])[O:19][C:20]([CH3:23])([CH3:22])[CH3:21])=[N:14][C:15]=2[CH3:16])=[O:7])[CH:3]=[N:2]1.CS(O[CH2:31][C:32]1[CH:33]=[C:34]2[C:39](=[CH:40][CH:41]=1)[N:38]=[CH:37][C:36]([Cl:42])=[CH:35]2)(=O)=O.C([O-])([O-])=O.[K+].[K+].